Task: Predict the reaction yield, written as a fraction of the theoretical maximum amount of product (1.0 means a 100% yield; for example, 0.34 means a 34% yield).. Dataset: Reaction yield outcomes from USPTO patents with 853,638 reactions (1) The yield is 0.400. The reactants are [CH3:1][O:2][C:3]([C:5]1[C:14]2[C:13]([F:16])([F:15])[C:12](=[O:17])[CH:11]=[CH:10][C:9]=2[N:8]=[CH:7][C:6]=1[OH:18])=[O:4].[C:19](OC(=O)C)(=[O:21])[CH3:20].C(OCC)(=O)C. The catalyst is CC(C)=O. The product is [CH3:1][O:2][C:3]([C:5]1[C:14]2[C:13]([F:16])([F:15])[C:12](=[O:17])[CH:11]=[CH:10][C:9]=2[N:8]=[CH:7][C:6]=1[O:18][C:19](=[O:21])[CH3:20])=[O:4]. (2) The reactants are Br[C:2]1[CH:3]=[C:4]([C:8]2([C:18]3[CH:23]=[CH:22][N:21]=[CH:20][CH:19]=3)[C:16]3[C:11](=[CH:12][CH:13]=[CH:14][CH:15]=3)[C:10]([NH2:17])=[N:9]2)[CH:5]=[CH:6][CH:7]=1.[F:24][C:25]1[C:30]([O:31][CH3:32])=[CH:29][CH:28]=[CH:27][C:26]=1B(O)O. The product is [F:24][C:25]1[C:30]([O:31][CH3:32])=[CH:29][CH:28]=[CH:27][C:26]=1[C:2]1[CH:7]=[CH:6][CH:5]=[C:4]([C:8]2([C:18]3[CH:19]=[CH:20][N:21]=[CH:22][CH:23]=3)[C:16]3[C:11](=[CH:12][CH:13]=[CH:14][CH:15]=3)[C:10]([NH2:17])=[N:9]2)[CH:3]=1. The yield is 0.500. No catalyst specified. (3) The reactants are C([Li])CCC.[CH:6]([C@H:9]1[CH2:13][O:12][C:11](=[O:14])[NH:10]1)([CH3:8])[CH3:7].[C:15]1([CH2:21][CH2:22][C:23](Cl)=[O:24])[CH:20]=[CH:19][CH:18]=[CH:17][CH:16]=1.[Cl-].[NH4+]. The catalyst is C1COCC1. The product is [CH:6]([C@H:9]1[CH2:13][O:12][C:11](=[O:14])[N:10]1[C:23](=[O:24])[CH2:22][CH2:21][C:15]1[CH:20]=[CH:19][CH:18]=[CH:17][CH:16]=1)([CH3:8])[CH3:7]. The yield is 0.910. (4) The reactants are [CH:1](=[N:8]/[CH2:9][CH2:10][CH:11]=[CH2:12])\[C:2]1[CH:7]=[CH:6][CH:5]=[CH:4][CH:3]=1.[BH4-].[Na+].C(Cl)Cl. The catalyst is CCO. The product is [CH2:1]([NH:8][CH2:9][CH2:10][CH:11]=[CH2:12])[C:2]1[CH:7]=[CH:6][CH:5]=[CH:4][CH:3]=1. The yield is 0.840.